Predict the reactants needed to synthesize the given product. From a dataset of Full USPTO retrosynthesis dataset with 1.9M reactions from patents (1976-2016). (1) Given the product [F:12][C:4]1[C:5]([O:10][CH3:11])=[CH:6][C:7]([O:8][CH3:9])=[C:2]([F:1])[C:3]=1[N:13]1[CH2:18][C:17]2[CH:19]=[N:20][C:21]3[NH:25][C:24](=[O:56])[CH2:23][C:22]=3[C:16]=2[N:15]([C@@H:26]2[CH2:30][CH2:29][CH2:28][C@H:27]2[OH:31])[C:14]1=[O:32], predict the reactants needed to synthesize it. The reactants are: [F:1][C:2]1[C:7]([O:8][CH3:9])=[CH:6][C:5]([O:10][CH3:11])=[C:4]([F:12])[C:3]=1[N:13]1[CH2:18][C:17]2[CH:19]=[N:20][C:21]3[NH:25][CH:24]=[CH:23][C:22]=3[C:16]=2[N:15]([C@@H:26]2[CH2:30][CH2:29][CH2:28][C@H:27]2[OH:31])[C:14]1=[O:32].[Br-].[Br-].[Br-].[NH+]1C=CC=CC=1.[NH+]1C=CC=CC=1.[NH+]1C=CC=CC=1.C(O)(=[O:56])C. (2) Given the product [NH2:36][C:33]1[N:34]=[CH:35][C:30]([C:16]2[CH:15]=[CH:14][C:13]([CH2:12][C:11]([NH:10][C:7]3[CH:6]=[C:5]([C:1]([CH3:2])([CH3:3])[CH3:4])[O:9][N:8]=3)=[O:28])=[CH:18][CH:17]=2)=[CH:31][C:32]=1[CH3:37], predict the reactants needed to synthesize it. The reactants are: [C:1]([C:5]1[O:9][N:8]=[C:7]([NH:10][C:11](=[O:28])[CH2:12][C:13]2[CH:18]=[CH:17][C:16](B3OC(C)(C)C(C)(C)O3)=[CH:15][CH:14]=2)[CH:6]=1)([CH3:4])([CH3:3])[CH3:2].Br[C:30]1[CH:31]=[C:32]([CH3:37])[C:33]([NH2:36])=[N:34][CH:35]=1.C(=O)([O-])[O-].[Na+].[Na+]. (3) Given the product [C:40]1([C:33]2[CH:38]=[CH:37][CH:36]=[CH:35][CH:34]=2)[CH:52]=[CH:53][C:48]([C:13]2[C:5]3[NH:6][C:7]4[C:12](=[CH:11][CH:10]=[CH:9][CH:8]=4)[C:4]=3[CH:3]=[C:2]([NH:41][C:42]3[CH:47]=[CH:46][CH:45]=[CH:44][CH:43]=3)[CH:14]=2)=[CH:49][CH:50]=1, predict the reactants needed to synthesize it. The reactants are: Br[C:2]1[CH:3]=[CH:4][C:5]2[N:6](C3C=CC(C4C=CC=CC=4)=CC=3)[C:7]3[C:12]([C:13]=2[CH:14]=1)=[CH:11][CH:10]=[CH:9][CH:8]=3.CC(C)([O-])C.[Na+].[C:33]1([CH3:40])[C:34](C)=[CH:35][CH:36]=[CH:37][CH:38]=1.[NH2:41][C:42]1[CH:47]=[CH:46][CH:45]=[CH:44][CH:43]=1.[C:48]1(C)[CH:53]=[CH:52]C=[CH:50][CH:49]=1. (4) Given the product [CH3:17][S:16][C:13]1[N:14]=[CH:15][C:10]2[C:9]3[CH:8]=[CH:7][C:6]([C:18]([O:20][CH3:21])=[O:19])=[CH:5][C:4]=3[N:3]=[C:2]([C:22]3[CH:27]=[CH:26][CH:25]=[CH:24][CH:23]=3)[C:11]=2[N:12]=1, predict the reactants needed to synthesize it. The reactants are: Cl[C:2]1[C:11]2[N:12]=[C:13]([S:16][CH3:17])[N:14]=[CH:15][C:10]=2[C:9]2[CH:8]=[CH:7][C:6]([C:18]([O:20][CH3:21])=[O:19])=[CH:5][C:4]=2[N:3]=1.[C:22]1(B(O)O)[CH:27]=[CH:26][CH:25]=[CH:24][CH:23]=1.C(=O)([O-])[O-].[Cs+].[Cs+].O. (5) Given the product [C:50]([O:54][C:55]([N:57]1[CH2:62][CH2:61][CH2:60][CH2:59][CH2:58]1)=[O:56])([CH3:53])([CH3:51])[CH3:52], predict the reactants needed to synthesize it. The reactants are: C1(P(C2C=CC=CC=2)C2C=CC=CC=2)C=CC=CC=1.CCOC(/N=N/C(OCC)=O)=O.C1(C)C=CC=CC=1.OC1C=CC(CC(=O)C)=CC=1.[C:50]([O:54][C:55]([N:57]1[CH2:62][CH2:61][CH:60](O)[CH2:59][CH2:58]1)=[O:56])([CH3:53])([CH3:52])[CH3:51]. (6) Given the product [CH2:26]([C:20]1[C:21]2=[N:25][C:18](=[CH:17][C:16]3[NH:29][C:13]([CH:12]=[C:10]4[N:11]=[C:7]([CH:6]=[C:5]5[NH:24][C:23](=[CH:22]2)[C:3]([CH2:1][CH3:2])=[C:4]5[CH3:32])[C:8]([CH3:31])=[CH:9]4)=[CH:14][C:15]=3[CH3:30])[C:19]=1[CH3:28])[CH3:27].[OH-:63].[In+3:58].[OH-:63].[OH-:63], predict the reactants needed to synthesize it. The reactants are: [CH2:1]([C:3]1[C:23]2=[N:24][C:5](=[CH:6][C:7]3[NH:11][C:10]([CH:12]=[C:13]4[N:29]=[C:16]([CH:17]=[C:18]5[NH:25][C:21](=[CH:22]2)[C:20]([CH2:26][CH3:27])=[C:19]5[CH3:28])[C:15]([CH3:30])=[CH:14]4)=[CH:9][C:8]=3[CH3:31])[C:4]=1[CH3:32])[CH3:2].C12C=C3N=C(C=C3)C=C3NC(C=C3)=CC3=NC(C=C3)=CC(N1)=CC=2.[Cl-].[In+3:58].[Cl-].[Cl-].C([O-])(=[O:63])C.[Na+].